From a dataset of CYP2C19 inhibition data for predicting drug metabolism from PubChem BioAssay. Regression/Classification. Given a drug SMILES string, predict its absorption, distribution, metabolism, or excretion properties. Task type varies by dataset: regression for continuous measurements (e.g., permeability, clearance, half-life) or binary classification for categorical outcomes (e.g., BBB penetration, CYP inhibition). Dataset: cyp2c19_veith. (1) The compound is CCN(CC)CCNC(=O)C1CCC(=O)N(c2ccc(OC)cc2)C1c1ccc(F)cc1. The result is 0 (non-inhibitor). (2) The drug is N#C/C(=C\c1cccs1)C(=O)NCC1CCCO1. The result is 0 (non-inhibitor). (3) The compound is CN(Cc1ccco1)c1ncnc2ccc(-c3cccc(C#N)c3)cc12. The result is 1 (inhibitor). (4) The molecule is CS(=O)(=O)N(CC(=O)O)Cc1ccccc1. The result is 0 (non-inhibitor). (5) The molecule is O=C(O)CCC(=O)N1CCOc2ccc(Cl)cc21. The result is 0 (non-inhibitor).